Task: Predict the reactants needed to synthesize the given product.. Dataset: Full USPTO retrosynthesis dataset with 1.9M reactions from patents (1976-2016) (1) Given the product [ClH:3].[ClH:23].[CH3:6][N:7]([CH3:8])[CH2:9][C:10]1[CH2:15][CH2:14][CH2:13][CH2:12][C:11]=1[C:17]1[CH:18]=[N:19][CH:20]=[CH:21][CH:22]=1, predict the reactants needed to synthesize it. The reactants are: S(Cl)([Cl:3])=O.Cl.[CH3:6][N:7]([CH2:9][CH:10]1[CH2:15][CH2:14][CH2:13][CH2:12][C:11]1([C:17]1[CH:18]=[N:19][CH:20]=[CH:21][CH:22]=1)O)[CH3:8].[Cl:23][Si](C)(C)C.O. (2) Given the product [CH:17]([NH:14][C:13]1[C:9]2[S:8][C:6]3[C:5]([C:10]=2[NH:11][N:12]=1)=[C:4]([CH3:15])[CH:3]=[C:2]([CH3:1])[N:7]=3)([CH3:19])[CH3:16], predict the reactants needed to synthesize it. The reactants are: [CH3:1][C:2]1[N:7]=[C:6]2[S:8][C:9]3[C:13]([NH2:14])=[N:12][NH:11][C:10]=3[C:5]2=[C:4]([CH3:15])[CH:3]=1.[CH3:16][C:17]([CH3:19])=O.C(O)(=O)C.[BH-](OC(C)=O)(OC(C)=O)OC(C)=O.[Na+]. (3) Given the product [Cl:1][C:2]1[CH:10]=[C:9]([Br:11])[C:8]([F:12])=[CH:7][C:3]=1[C:4]#[N:6], predict the reactants needed to synthesize it. The reactants are: [Cl:1][C:2]1[CH:10]=[C:9]([Br:11])[C:8]([F:12])=[CH:7][C:3]=1[C:4]([NH2:6])=O. (4) Given the product [Br:11][C:12]1[CH:13]=[C:14]([CH:18]=[CH:19][C:20]=1[F:21])[C:15]([C:4]1[CH:5]=[CH:6][CH:7]=[C:8]([F:9])[C:3]=1[C:1]#[N:2])=[O:16], predict the reactants needed to synthesize it. The reactants are: [C:1]([C:3]1[C:8]([F:9])=[CH:7][CH:6]=[CH:5][C:4]=1[Zn])#[N:2].[Br:11][C:12]1[CH:13]=[C:14]([CH:18]=[CH:19][C:20]=1[F:21])[C:15](Cl)=[O:16]. (5) Given the product [CH2:15]([C:11]1([CH2:17][CH2:18][OH:19])[C:8]2[NH:9][C:10]3[C:6]([C:7]=2[CH2:14][CH2:13][O:12]1)=[CH:5][C:4]([CH:20]([CH3:22])[CH3:21])=[CH:3][C:2]=3[C:24]1[CH:29]=[CH:28][C:27]([C:30]([OH:32])=[O:31])=[CH:26][CH:25]=1)[CH3:16], predict the reactants needed to synthesize it. The reactants are: Br[C:2]1[CH:3]=[C:4]([CH:20]([CH3:22])[CH3:21])[CH:5]=[C:6]2[C:10]=1[NH:9][C:8]1[C:11]([CH2:17][CH2:18][OH:19])([CH2:15][CH3:16])[O:12][CH2:13][CH2:14][C:7]2=1.B(O)(O)[C:24]1[CH:29]=[CH:28][C:27]([C:30]([OH:32])=[O:31])=[CH:26][CH:25]=1. (6) Given the product [C:1]([O:5][C:6]([NH:7][C@@H:8]1[C:14](=[O:15])[NH:13][C:12]2[CH:16]=[CH:17][CH:18]=[CH:19][C:11]=2[N:10]([C:28]([C:29]2[CH:37]=[CH:36][C:32]([C:33]([N:23]3[C:24]4[CH:25]=[CH:18][CH:19]=[CH:11][C:12]=4[NH:13][C:14](=[O:15])[C@@H:27]([NH:7][C:6](=[O:20])[O:5][C:1]([CH3:3])([CH3:2])[CH3:4])[CH2:26]3)=[O:34])=[CH:31][CH:30]=2)=[O:38])[CH2:9]1)=[O:20])([CH3:4])([CH3:2])[CH3:3], predict the reactants needed to synthesize it. The reactants are: [C:1]([O:5][C:6](=[O:20])[NH:7][C@@H:8]1[C:14](=[O:15])[NH:13][C:12]2[CH:16]=[CH:17][CH:18]=[CH:19][C:11]=2[NH:10][CH2:9]1)([CH3:4])([CH3:3])[CH3:2].C([N:23]([CH2:26][CH3:27])[CH2:24][CH3:25])C.[C:28](Cl)(=[O:38])[C:29]1[CH:37]=[CH:36][C:32]([C:33](Cl)=[O:34])=[CH:31][CH:30]=1.